From a dataset of Catalyst prediction with 721,799 reactions and 888 catalyst types from USPTO. Predict which catalyst facilitates the given reaction. (1) Reactant: [CH2:1]([N:8]1[C@@H:13]2[CH2:14][CH2:15][C@@:9]1([C:24]1[CH:29]=[CH:28][CH:27]=[CH:26][CH:25]=1)[C@H:10]([O:16][Si](CC)(CC)CC)[CH2:11][CH2:12]2)[C:2]1[CH:7]=[CH:6][CH:5]=[CH:4][CH:3]=1.Cl. Product: [CH2:1]([N:8]1[C@@H:13]2[CH2:14][CH2:15][C@@:9]1([C:24]1[CH:29]=[CH:28][CH:27]=[CH:26][CH:25]=1)[C@H:10]([OH:16])[CH2:11][CH2:12]2)[C:2]1[CH:3]=[CH:4][CH:5]=[CH:6][CH:7]=1. The catalyst class is: 5. (2) Reactant: Br[C:2]1[CH:7]=[C:6]([CH3:8])[CH:5]=[CH:4][N:3]=1.C([Li])CCC.CCCCCC.[CH3:20][C:21]1([CH3:28])[O:26][CH2:25][C:24](=[O:27])[CH2:23][O:22]1.[Cl-].[NH4+]. Product: [CH3:20][C:21]1([CH3:28])[O:26][CH2:25][C:24]([C:2]2[CH:7]=[C:6]([CH3:8])[CH:5]=[CH:4][N:3]=2)([OH:27])[CH2:23][O:22]1. The catalyst class is: 1. (3) Reactant: C[Si]([N-][Si](C)(C)C)(C)C.[K+].[C:11]1([S:17]([CH2:20][C:21]2[C:26]([C:27]([O:29][CH3:30])=[O:28])=[C:25]([OH:31])[C:24]([C:32]3[CH:36]=[CH:35][O:34][C:33]=3[CH:37]=O)=[CH:23][CH:22]=2)(=[O:19])=[O:18])[CH:16]=[CH:15][CH:14]=[CH:13][CH:12]=1.[C:39](OCC)(=O)C.[Cl-].[NH4+]. Product: [C:11]1([S:17]([CH2:20][C:21]2[C:26]([C:27]([O:29][CH3:30])=[O:28])=[C:25]([OH:31])[C:24]([C:32]3[CH:36]=[CH:35][O:34][C:33]=3[CH:37]=[CH2:39])=[CH:23][CH:22]=2)(=[O:19])=[O:18])[CH:12]=[CH:13][CH:14]=[CH:15][CH:16]=1. The catalyst class is: 307.